From a dataset of Reaction yield outcomes from USPTO patents with 853,638 reactions. Predict the reaction yield, written as a fraction of the theoretical maximum amount of product (1.0 means a 100% yield; for example, 0.34 means a 34% yield). (1) The reactants are [NH2:1][C:2]1[CH:11]=[CH:10][C:5]2[NH:6][C:7](=[S:9])[O:8][C:4]=2[CH:3]=1.C(N(CC)CC)C.[CH2:19]([CH:26]1[CH2:31][CH2:30][N:29]([C:32](=[O:36])[C:33](Cl)=[O:34])[CH2:28][CH2:27]1)[C:20]1[CH:25]=[CH:24][CH:23]=[CH:22][CH:21]=1. The catalyst is C(Cl)(Cl)Cl. The product is [CH2:19]([CH:26]1[CH2:27][CH2:28][N:29]([C:32](=[O:36])[C:33]([NH:1][C:2]2[CH:11]=[CH:10][C:5]3[NH:6][C:7](=[S:9])[O:8][C:4]=3[CH:3]=2)=[O:34])[CH2:30][CH2:31]1)[C:20]1[CH:21]=[CH:22][CH:23]=[CH:24][CH:25]=1. The yield is 0.619. (2) No catalyst specified. The product is [CH3:1][C:2]1[O:6][N:5]=[C:4]([C:7]2[CH:8]=[CH:9][CH:10]=[CH:11][CH:12]=2)[C:3]=1[CH2:13][O:14][C:15]1[CH:23]=[CH:22][C:18]([C:19]([NH:28][CH:26]([CH3:27])[C:25]([F:30])([F:29])[F:24])=[O:21])=[CH:17][N:16]=1. The yield is 0.470. The reactants are [CH3:1][C:2]1[O:6][N:5]=[C:4]([C:7]2[CH:12]=[CH:11][CH:10]=[CH:9][CH:8]=2)[C:3]=1[CH2:13][O:14][C:15]1[CH:23]=[CH:22][C:18]([C:19]([OH:21])=O)=[CH:17][N:16]=1.[F:24][C:25]([F:30])([F:29])[CH:26]([NH2:28])[CH3:27]. (3) The reactants are [F:1][C@@H:2]1[CH2:19][C@@:18]2([CH3:20])[C:5]([C:6]([O:22]C)=[CH:7][C@@H:8]3[C@@H:17]2[CH2:16][CH2:15][C@@:13]2([CH3:14])[C@H:9]3[CH2:10][CH2:11][C@@H:12]2[OH:21])=[CH:4][C:3]1=[O:24]. The catalyst is C1COCC1.Cl. The product is [F:1][C@@H:2]1[CH2:19][C@@:18]2([CH3:20])[C:5]([C:6](=[O:22])[CH2:7][C@@H:8]3[C@@H:17]2[CH2:16][CH2:15][C@@:13]2([CH3:14])[C@H:9]3[CH2:10][CH2:11][C@@H:12]2[OH:21])=[CH:4][C:3]1=[O:24]. The yield is 0.840.